Dataset: Full USPTO retrosynthesis dataset with 1.9M reactions from patents (1976-2016). Task: Predict the reactants needed to synthesize the given product. (1) Given the product [CH3:25][O:26][C:27](=[O:38])[C:28]1[CH:33]=[CH:32][C:31]([NH:34][C:35]([N:8]([CH2:1][C:2]2[CH:3]=[CH:4][CH:5]=[CH:6][CH:7]=2)[C:9]2[N:10]([C:18]3[CH:19]=[CH:20][C:21]([Cl:24])=[CH:22][CH:23]=3)[N:11]=[C:12]3[C:17]=2[CH:16]=[CH:15][CH:14]=[CH:13]3)=[O:36])=[C:30]([Cl:37])[CH:29]=1, predict the reactants needed to synthesize it. The reactants are: [CH2:1]([NH:8][C:9]1[N:10]([C:18]2[CH:23]=[CH:22][C:21]([Cl:24])=[CH:20][CH:19]=2)[N:11]=[C:12]2[C:17]=1[CH:16]=[CH:15][CH:14]=[CH:13]2)[C:2]1[CH:7]=[CH:6][CH:5]=[CH:4][CH:3]=1.[CH3:25][O:26][C:27](=[O:38])[C:28]1[CH:33]=[CH:32][C:31]([N:34]=[C:35]=[O:36])=[C:30]([Cl:37])[CH:29]=1. (2) Given the product [CH3:1][O:2][C:3]1[CH:12]=[CH:11][C:10]([Br:13])=[C:9]2[C:4]=1[CH:5]=[CH:6][N:7]=[CH:8]2, predict the reactants needed to synthesize it. The reactants are: [CH3:1][O:2][C:3]1[CH:12]=[CH:11][CH:10]=[C:9]2[C:4]=1[CH:5]=[CH:6][N:7]=[CH:8]2.[Br:13]Br.C([O-])([O-])=O.[K+].[K+]. (3) Given the product [Br:9][C:5]1[S:4][C:3]([C:10]2[NH:12][CH:25]=[N:23][N:33]=2)=[C:2]([Br:1])[C:6]=1[C:7]#[N:8], predict the reactants needed to synthesize it. The reactants are: [Br:1][C:2]1[C:6]([C:7]#[N:8])=[C:5]([Br:9])[S:4][C:3]=1[C:10]([NH2:12])=O.C1(C)C=CC=CC=1.COC(OC)[N:23]([CH3:25])C.C(O)(=O)C.O.[NH2:33]N. (4) Given the product [N:1]1([CH2:7][C:8]([OH:10])=[O:9])[CH2:6][CH2:5][CH2:4][CH2:3][CH2:2]1, predict the reactants needed to synthesize it. The reactants are: [N:1]1([CH2:7][C:8]([O:10]CC)=[O:9])[CH2:6][CH2:5][CH2:4][CH2:3][CH2:2]1. (5) Given the product [C:29]([N:6]([CH2:7][C@@H:8]1[O:12][C:11](=[O:13])[N:10]([C:14]2[CH:19]=[CH:18][C:17]([CH:20]3[CH2:25][CH2:24][S:23](=[O:27])(=[O:26])[CH2:22][CH2:21]3)=[C:16]([F:28])[CH:15]=2)[CH2:9]1)[C:5]([O:4][CH:2]([O:37][C:35](=[O:36])[C:34]([CH3:39])([CH3:38])[CH3:33])[CH3:3])=[O:32])(=[O:31])[CH3:30], predict the reactants needed to synthesize it. The reactants are: Cl[CH:2]([O:4][C:5](=[O:32])[N:6]([C:29](=[O:31])[CH3:30])[CH2:7][C@@H:8]1[O:12][C:11](=[O:13])[N:10]([C:14]2[CH:19]=[CH:18][C:17]([CH:20]3[CH2:25][CH2:24][S:23](=[O:27])(=[O:26])[CH2:22][CH2:21]3)=[C:16]([F:28])[CH:15]=2)[CH2:9]1)[CH3:3].[CH3:33][C:34]([CH3:39])([CH3:38])[C:35]([O-:37])=[O:36].[Cs+].[I-].[Na+].C(#N)C.